From a dataset of CYP2C19 inhibition data for predicting drug metabolism from PubChem BioAssay. Regression/Classification. Given a drug SMILES string, predict its absorption, distribution, metabolism, or excretion properties. Task type varies by dataset: regression for continuous measurements (e.g., permeability, clearance, half-life) or binary classification for categorical outcomes (e.g., BBB penetration, CYP inhibition). Dataset: cyp2c19_veith. (1) The molecule is CC(C)NC(=O)c1ccc2c(=O)n(Cc3ccco3)c(=S)[nH]c2c1. The result is 0 (non-inhibitor). (2) The compound is COCC(=O)N1CCC2(CC1)CN(C(=O)Nc1cccc(C#N)c1)C2. The result is 0 (non-inhibitor).